This data is from Full USPTO retrosynthesis dataset with 1.9M reactions from patents (1976-2016). The task is: Predict the reactants needed to synthesize the given product. Given the product [Br:21][CH:13]([C:4]1[C:3]([C:15]2[CH:16]=[CH:17][CH:18]=[CH:19][CH:20]=2)=[C:2]([Cl:1])[C:11]2[C:6](=[CH:7][CH:8]=[C:9]([F:12])[CH:10]=2)[N:5]=1)[CH3:14], predict the reactants needed to synthesize it. The reactants are: [Cl:1][C:2]1[C:11]2[C:6](=[CH:7][CH:8]=[C:9]([F:12])[CH:10]=2)[N:5]=[C:4]([CH2:13][CH3:14])[C:3]=1[C:15]1[CH:20]=[CH:19][CH:18]=[CH:17][CH:16]=1.[Br:21]N1C(C)(C)C(=O)N(Br)C1=O.C(OOC(=O)C1C=CC=CC=1)(=O)C1C=CC=CC=1.C([O-])(O)=O.[Na+].